This data is from Catalyst prediction with 721,799 reactions and 888 catalyst types from USPTO. The task is: Predict which catalyst facilitates the given reaction. (1) Reactant: [Cl:1][C:2]1[N:3]=[CH:4][N:5](COCC[Si](C)(C)C)[C:6]=1[C:7]([NH:9][CH2:10][C:11]1[CH:16]=[CH:15][C:14]([Cl:17])=[C:13]([O:18][C:19]2[CH:24]=[C:23]([CH2:25][N:26]([CH3:28])[CH3:27])[CH:22]=[C:21]([C:29]#[N:30])[CH:20]=2)[C:12]=1[F:31])=[O:8].[C:40]([OH:46])([C:42]([F:45])([F:44])[F:43])=[O:41]. Product: [F:43][C:42]([F:45])([F:44])[C:40]([OH:46])=[O:41].[Cl:1][C:2]1[N:3]=[CH:4][NH:5][C:6]=1[C:7]([NH:9][CH2:10][C:11]1[CH:16]=[CH:15][C:14]([Cl:17])=[C:13]([O:18][C:19]2[CH:24]=[C:23]([CH2:25][N:26]([CH3:28])[CH3:27])[CH:22]=[C:21]([C:29]#[N:30])[CH:20]=2)[C:12]=1[F:31])=[O:8]. The catalyst class is: 2. (2) Reactant: [C:1]([N:4]([C:33]1[CH:38]=[CH:37][C:36](Cl)=[CH:35][CH:34]=1)[CH:5]1[C:14]2[C:9](=[CH:10][CH:11]=[CH:12][CH:13]=2)[N:8]([C:15]([C:17]2[CH:31]=[CH:30][C:20]([O:21][CH2:22][CH2:23][C:24]([CH3:29])([CH3:28])[C:25]([OH:27])=[O:26])=[CH:19][CH:18]=2)=[O:16])[CH:7]([CH3:32])[CH2:6]1)(=[O:3])[CH3:2]. Product: [C:1]([N:4]([C:33]1[CH:34]=[CH:35][CH:36]=[CH:37][CH:38]=1)[C@H:5]1[C:14]2[C:9](=[CH:10][CH:11]=[CH:12][CH:13]=2)[N:8]([C:15]([C:17]2[CH:31]=[CH:30][C:20]([O:21][CH2:22][CH2:23][C:24]([CH3:29])([CH3:28])[C:25]([OH:27])=[O:26])=[CH:19][CH:18]=2)=[O:16])[C@@H:7]([CH3:32])[CH2:6]1)(=[O:3])[CH3:2]. The catalyst class is: 29. (3) Reactant: Cl[C:2]1[CH:16]=[C:5]2C(=O)[N:7]3[N:13]=[C:12](Cl)[CH:11]=[C:8]3[C:9](=[O:10])[N:4]2N=1.NC1C=C[C:21]([F:24])=[CH:20][N:19]=1.CN(C=O)C.Cl. Product: [F:24][C:21]1[CH:2]=[CH:16][C:5]([NH:4][C:9]([C:8]2[CH:11]=[CH:12][NH:13][N:7]=2)=[O:10])=[N:19][CH:20]=1. The catalyst class is: 850. (4) Reactant: [F:1][C:2]1[CH:3]=[C:4]([CH:13]2[C:22]([CH3:24])([CH3:23])[CH2:21][C:20]3[C:15](=[CH:16][CH:17]=[C:18]([C:25](O)=[O:26])[CH:19]=3)[NH:14]2)[CH:5]=[C:6]([N:8]2[CH2:12][CH2:11][CH2:10][CH2:9]2)[CH:7]=1.[CH:28]1([S:31]([NH2:34])(=[O:33])=[O:32])[CH2:30][CH2:29]1. Product: [F:1][C:2]1[CH:3]=[C:4]([CH:13]2[C:22]([CH3:24])([CH3:23])[CH2:21][C:20]3[C:15](=[CH:16][CH:17]=[C:18]([C:25]([NH:34][S:31]([CH:28]4[CH2:30][CH2:29]4)(=[O:33])=[O:32])=[O:26])[CH:19]=3)[NH:14]2)[CH:5]=[C:6]([N:8]2[CH2:12][CH2:11][CH2:10][CH2:9]2)[CH:7]=1. The catalyst class is: 119. (5) Reactant: [CH3:1][NH:2][CH2:3][CH2:4][OH:5].ClCCl.C(N(CC)CC)C.[CH3:16][S:17](Cl)(=[O:19])=[O:18]. The catalyst class is: 6. Product: [CH3:16][S:17]([O:5][CH2:4][CH2:3][N:2]([CH3:1])[S:17]([CH3:16])(=[O:19])=[O:18])(=[O:19])=[O:18]. (6) Reactant: [C:1]([O:5][C:6]([N:8]1[CH2:12][CH2:11][CH:10]([CH:13]([OH:18])[CH2:14][CH:15]([CH3:17])[CH3:16])[C:9]1=O)=[O:7])([CH3:4])([CH3:3])[CH3:2].[Cl:20][C:21]1[CH:26]=[CH:25][C:24](O)=[CH:23][N:22]=1.C(P(CCCC)CCCC)CCC.C1CCN(C(/N=N/C(N2CCCCC2)=O)=O)CC1.C([O-])(O)=O.[Na+]. Product: [C:1]([O:5][C:6]([N:8]1[CH2:12][CH2:11][CH:10]([CH:13]([O:18][C:24]2[CH:23]=[N:22][C:21]([Cl:20])=[CH:26][CH:25]=2)[CH2:14][CH:15]([CH3:17])[CH3:16])[CH2:9]1)=[O:7])([CH3:4])([CH3:3])[CH3:2]. The catalyst class is: 11. (7) Reactant: [C:1]([O:7][CH2:8][CH3:9])(=[O:6])[CH2:2][CH2:3][CH:4]=[CH2:5].B1C2CCCC1CCC2.C([O-])([O-])=O.[K+].[K+].[F:25][C:26]1[CH:31]=[CH:30][C:29]([C:32]2[O:47][C:35]3=[N:36][C:37]([N:41]([CH3:46])[S:42]([CH3:45])(=[O:44])=[O:43])=[C:38](I)[CH:39]=[C:34]3[C:33]=2[C:48]([NH:50][CH3:51])=[O:49])=[CH:28][CH:27]=1. Product: [F:25][C:26]1[CH:31]=[CH:30][C:29]([C:32]2[O:47][C:35]3=[N:36][C:37]([N:41]([CH3:46])[S:42]([CH3:45])(=[O:43])=[O:44])=[C:38]([CH2:5][CH2:4][CH2:3][CH2:2][C:1]([O:7][CH2:8][CH3:9])=[O:6])[CH:39]=[C:34]3[C:33]=2[C:48](=[O:49])[NH:50][CH3:51])=[CH:28][CH:27]=1. The catalyst class is: 103. (8) The catalyst class is: 20. Product: [CH3:48][O:49][C:50](=[O:76])[C@@H:51]([NH:60][C:61]1[CH:66]=[CH:65][CH:64]=[CH:63][C:62]=1[C:37](=[O:38])[C:30]1[CH:31]=[CH:32][CH:33]=[CH:34][CH:35]=1)[CH2:52][C:53]1[CH:54]=[CH:55][C:56]([O:16][CH2:15][CH2:14][N:12]2[C:13]3[CH:1]=[N:2][CH:3]=[CH:4][C:5]=3[C:6]3[C:11]2=[CH:10][CH:9]=[CH:8][CH:7]=3)=[CH:57][CH:58]=1. Reactant: [CH:1]1[C:13]2[N:12]([CH2:14][CH2:15][OH:16])[C:11]3[C:6](=[CH:7][CH:8]=[CH:9][CH:10]=3)[C:5]=2[CH:4]=[CH:3][N:2]=1.[C:30]1(P([C:30]2[CH:35]=[CH:34][CH:33]=[CH:32][CH:31]=2)[C:30]2[CH:35]=[CH:34][CH:33]=[CH:32][CH:31]=2)[CH:35]=[CH:34][CH:33]=[CH:32][CH:31]=1.C[CH2:37][O:38]C(/N=N/C(OCC)=O)=O.[CH3:48][O:49][C:50](=[O:76])[C@@H:51]([NH:60][C:61]1[CH:66]=[CH:65][CH:64]=[CH:63][C:62]=1OC(=O)C1C=CC=CC=1)[CH2:52][C:53]1[CH:58]=[CH:57][C:56](O)=[CH:55][CH:54]=1. (9) Reactant: [N:1]([CH:4]1[CH2:9][CH:8]([F:10])[CH2:7][CH:6]([N:11]=[N+]=[N-])[CH2:5]1)=[N+]=[N-]. Product: [F:10][CH:8]1[CH2:9][CH:4]([NH2:1])[CH2:5][CH:6]([NH2:11])[CH2:7]1. The catalyst class is: 19.